Dataset: NCI-60 drug combinations with 297,098 pairs across 59 cell lines. Task: Regression. Given two drug SMILES strings and cell line genomic features, predict the synergy score measuring deviation from expected non-interaction effect. (1) Synergy scores: CSS=-0.689, Synergy_ZIP=1.99, Synergy_Bliss=3.44, Synergy_Loewe=1.90, Synergy_HSA=1.18. Drug 1: C1=CC(=CC=C1C#N)C(C2=CC=C(C=C2)C#N)N3C=NC=N3. Drug 2: C1C(C(OC1N2C=NC3=C2NC=NCC3O)CO)O. Cell line: UACC-257. (2) Cell line: MDA-MB-435. Drug 1: C1CCN(CC1)CCOC2=CC=C(C=C2)C(=O)C3=C(SC4=C3C=CC(=C4)O)C5=CC=C(C=C5)O. Synergy scores: CSS=-3.25, Synergy_ZIP=4.29, Synergy_Bliss=6.34, Synergy_Loewe=-2.76, Synergy_HSA=-2.30. Drug 2: C1=NNC2=C1C(=O)NC=N2. (3) Drug 1: CC1=C(C=C(C=C1)NC2=NC=CC(=N2)N(C)C3=CC4=NN(C(=C4C=C3)C)C)S(=O)(=O)N.Cl. Drug 2: C1CCC(C1)C(CC#N)N2C=C(C=N2)C3=C4C=CNC4=NC=N3. Cell line: MCF7. Synergy scores: CSS=0.372, Synergy_ZIP=1.04, Synergy_Bliss=1.05, Synergy_Loewe=-3.88, Synergy_HSA=-1.89. (4) Drug 1: C1=CC(=C2C(=C1NCCNCCO)C(=O)C3=C(C=CC(=C3C2=O)O)O)NCCNCCO. Drug 2: CC12CCC3C(C1CCC2O)C(CC4=C3C=CC(=C4)O)CCCCCCCCCS(=O)CCCC(C(F)(F)F)(F)F. Cell line: BT-549. Synergy scores: CSS=39.7, Synergy_ZIP=3.62, Synergy_Bliss=2.30, Synergy_Loewe=-18.6, Synergy_HSA=1.92. (5) Drug 1: C1=CC(=CC=C1CCCC(=O)O)N(CCCl)CCCl. Drug 2: COC1=NC(=NC2=C1N=CN2C3C(C(C(O3)CO)O)O)N. Cell line: SW-620. Synergy scores: CSS=20.2, Synergy_ZIP=-9.84, Synergy_Bliss=-2.07, Synergy_Loewe=-11.8, Synergy_HSA=-3.79.